Dataset: Peptide-MHC class II binding affinity with 134,281 pairs from IEDB. Task: Regression. Given a peptide amino acid sequence and an MHC pseudo amino acid sequence, predict their binding affinity value. This is MHC class II binding data. (1) The binding affinity (normalized) is 0.644. The peptide sequence is DKISDVSTIVPYIGPALNIV. The MHC is HLA-DQA10501-DQB10201 with pseudo-sequence HLA-DQA10501-DQB10201. (2) The peptide sequence is SQTTAAPSCPEGT. The MHC is DRB1_1101 with pseudo-sequence DRB1_1101. The binding affinity (normalized) is 0. (3) The peptide sequence is KMIGGIGGFIKVRQYDQISI. The MHC is DRB1_0404 with pseudo-sequence DRB1_0404. The binding affinity (normalized) is 0.267. (4) The peptide sequence is TKWDNSFLEILYG. The MHC is DRB5_0101 with pseudo-sequence DRB5_0101. The binding affinity (normalized) is 0. (5) The peptide sequence is TPTNASHIQSAVVCG. The MHC is DRB1_0701 with pseudo-sequence DRB1_0701. The binding affinity (normalized) is 0.357. (6) The MHC is DRB4_0103 with pseudo-sequence DRB4_0103. The binding affinity (normalized) is 0.633. The peptide sequence is AGLKTNDRKWCFEGP. (7) The binding affinity (normalized) is 0.186. The peptide sequence is AYTSSDDQISLFDQS. The MHC is H-2-IAb with pseudo-sequence H-2-IAb. (8) The peptide sequence is YDKSLANVSTVLTGK. The MHC is DRB3_0202 with pseudo-sequence DRB3_0202. The binding affinity (normalized) is 0.396.